This data is from Full USPTO retrosynthesis dataset with 1.9M reactions from patents (1976-2016). The task is: Predict the reactants needed to synthesize the given product. (1) Given the product [C:9]([O:12][C:13]1[CH:14]=[C:15]2[C:19](=[CH:20][CH:21]=1)[NH:18][C:17]([C:22]([O:24][CH2:25][CH3:26])=[O:23])=[C:16]2[Br:1])(=[O:11])[CH3:10], predict the reactants needed to synthesize it. The reactants are: [Br:1]N1C(=O)CCC1=O.[C:9]([O:12][C:13]1[CH:14]=[C:15]2[C:19](=[CH:20][CH:21]=1)[NH:18][C:17]([C:22]([O:24][CH2:25][CH3:26])=[O:23])=[CH:16]2)(=[O:11])[CH3:10].O. (2) Given the product [Br:1][C:2]1[CH:7]=[C:6]([OH:8])[CH:5]=[C:4]([OH:10])[CH:3]=1, predict the reactants needed to synthesize it. The reactants are: [Br:1][C:2]1[CH:7]=[C:6]([O:8]C)[CH:5]=[C:4]([O:10]C)[CH:3]=1.B(Br)(Br)Br.CO.C([O-])(O)=O.[Na+]. (3) The reactants are: [Cl:1][C:2]1[CH:3]=[C:4]([CH:7]=[C:8]([O:10][C:11]2[C:16](=[O:17])[N:15]([CH2:18][C:19]3[CH:24]=[C:23]([C:25]([F:28])([F:27])[CH3:26])[C:22](=[O:29])[N:21](CC4C=CC(OC)=CC=4)[N:20]=3)[CH:14]=[N:13][C:12]=2[C:39]([F:42])([F:41])[F:40])[CH:9]=1)[C:5]#[N:6].O=[N+]([O-])[O-].[O-][N+](=O)[O-].[O-][N+](=O)[O-].[O-][N+](=O)[O-].[O-][N+](=O)[O-].[O-][N+](=O)[O-].[Ce+4].[NH4+].[NH4+]. Given the product [Cl:1][C:2]1[CH:3]=[C:4]([CH:7]=[C:8]([O:10][C:11]2[C:16](=[O:17])[N:15]([CH2:18][C:19]3[CH:24]=[C:23]([C:25]([F:27])([F:28])[CH3:26])[C:22](=[O:29])[NH:21][N:20]=3)[CH:14]=[N:13][C:12]=2[C:39]([F:41])([F:42])[F:40])[CH:9]=1)[C:5]#[N:6], predict the reactants needed to synthesize it. (4) The reactants are: [CH3:1][C:2]1[N:7]=[CH:6][C:5]([CH2:8][CH2:9][N:10]([C:12]2[CH:21]=[CH:20][C:15]([C:16]([O:18]C)=[O:17])=[CH:14][CH:13]=2)N)=[CH:4][CH:3]=1.[CH3:22][N:23]1[CH2:28][CH2:27][C:26](=O)[CH2:25][CH2:24]1. Given the product [CH3:22][N:23]1[CH2:28][CH2:27][C:26]2[N:10]([CH2:9][CH2:8][C:5]3[CH:6]=[N:7][C:2]([CH3:1])=[CH:3][CH:4]=3)[C:12]3[CH:21]=[CH:20][C:15]([C:16]([OH:18])=[O:17])=[CH:14][C:13]=3[C:25]=2[CH2:24]1, predict the reactants needed to synthesize it. (5) Given the product [F:1][C:2]1[CH:7]=[C:6]([I:8])[CH:5]=[CH:4][C:3]=1[NH:9][C:10]1[CH:18]=[N:17][CH:16]=[CH:15][C:11]=1[C:12]([NH:28][CH2:27][CH2:26][O:19][C:20]1[CH:25]=[CH:24][CH:23]=[CH:22][CH:21]=1)=[O:14], predict the reactants needed to synthesize it. The reactants are: [F:1][C:2]1[CH:7]=[C:6]([I:8])[CH:5]=[CH:4][C:3]=1[NH:9][C:10]1[CH:18]=[N:17][CH:16]=[CH:15][C:11]=1[C:12]([OH:14])=O.[O:19]([CH2:26][CH2:27][NH2:28])[C:20]1[CH:25]=[CH:24][CH:23]=[CH:22][CH:21]=1. (6) Given the product [CH2:47]([O:46][C:44]([C:2]1[CH:3]=[C:4]2[C:9](=[CH:10][CH:11]=1)[N:8]=[C:7]([C:12]1[CH:13]=[CH:14][C:15]([C:18]3[NH:22][C:21]([C@@H:23]4[CH2:27][CH2:26][CH2:25][N:24]4[C:28](=[O:38])[C@@H:29]([NH:33][C:34](=[O:37])[O:35][CH3:36])[CH:30]([CH3:32])[CH3:31])=[N:20][CH:19]=3)=[CH:16][CH:17]=1)[CH:6]=[N:5]2)=[CH2:45])[CH3:48], predict the reactants needed to synthesize it. The reactants are: Br[C:2]1[CH:3]=[C:4]2[C:9](=[CH:10][CH:11]=1)[N:8]=[C:7]([C:12]1[CH:17]=[CH:16][C:15]([C:18]3[NH:22][C:21]([C@@H:23]4[CH2:27][CH2:26][CH2:25][N:24]4[C:28](=[O:38])[C@@H:29]([NH:33][C:34](=[O:37])[O:35][CH3:36])[CH:30]([CH3:32])[CH3:31])=[N:20][CH:19]=3)=[CH:14][CH:13]=1)[CH:6]=[N:5]2.C([Sn](CCCC)(CCCC)[C:44]([O:46][CH2:47][CH3:48])=[CH2:45])CCC. (7) Given the product [Cl:31][C:26]1[CH:25]=[C:24]([C@@H:13]2[CH2:12][CH2:11][C@H:10]([N:9]([CH2:8][CH2:7][OH:6])[CH3:32])[C:19]3[CH:18]=[C:17]([NH:20][C:21](=[O:23])[CH3:22])[CH:16]=[CH:15][C:14]2=3)[CH:29]=[CH:28][C:27]=1[Cl:30], predict the reactants needed to synthesize it. The reactants are: C([Si](C)(C)[O:6][CH2:7][CH2:8][N:9]([CH3:32])[C@@H:10]1[C:19]2[CH:18]=[C:17]([NH:20][C:21](=[O:23])[CH3:22])[CH:16]=[CH:15][C:14]=2[C@H:13]([C:24]2[CH:29]=[CH:28][C:27]([Cl:30])=[C:26]([Cl:31])[CH:25]=2)[CH2:12][CH2:11]1)(C)(C)C.[F-].C([N+](CCCC)(CCCC)CCCC)CCC.